This data is from Forward reaction prediction with 1.9M reactions from USPTO patents (1976-2016). The task is: Predict the product of the given reaction. (1) Given the reactants [Br:1][C:2]1[S:6][C:5]([S:7](Cl)(=[O:9])=[O:8])=[CH:4][CH:3]=1.C[C:12]1[CH:17]=[CH:16][C:15]([NH:18][C:19]([NH:21][C:22]2[CH:27]=[CH:26][CH:25]=[CH:24][CH:23]=2)=[O:20])=[C:14](N)[CH:13]=1.[N:29]1C=CC=C[CH:30]=1, predict the reaction product. The product is: [CH3:30][N:29]([C:12]1[CH:13]=[CH:14][C:15]([NH:18][C:19]([NH:21][C:22]2[CH:23]=[CH:24][CH:25]=[CH:26][CH:27]=2)=[O:20])=[CH:16][CH:17]=1)[S:7]([C:5]1[S:6][C:2]([Br:1])=[CH:3][CH:4]=1)(=[O:9])=[O:8]. (2) Given the reactants FC(F)(F)S(O[C:7]1[N:8]=[C:9]([CH3:21])[C:10]2[C:15]([CH:16]=1)=[CH:14][C:13]([O:17][CH3:18])=[C:12]([O:19][CH3:20])[CH:11]=2)(=O)=O.[N:24]1[CH:29]=[CH:28][CH:27]=[C:26](B(O)O)[CH:25]=1.C([O-])([O-])=O.[Na+].[Na+], predict the reaction product. The product is: [CH3:18][O:17][C:13]1[CH:14]=[C:15]2[C:10](=[CH:11][C:12]=1[O:19][CH3:20])[C:9]([CH3:21])=[N:8][C:7]([C:26]1[CH:25]=[N:24][CH:29]=[CH:28][CH:27]=1)=[CH:16]2. (3) Given the reactants C([NH:4][C:5]1[CH:6]=[C:7]([N:11]2[C:15]3[CH:16]=[CH:17][C:18]([C:20]([NH:22][CH2:23][C:24]4[CH:25]=[N:26][CH:27]=[CH:28][CH:29]=4)=[O:21])=[CH:19][C:14]=3[N:13]=[CH:12]2)[CH:8]=[CH:9][CH:10]=1)(=O)C, predict the reaction product. The product is: [NH2:4][C:5]1[CH:6]=[C:7]([N:11]2[C:15]3[CH:16]=[CH:17][C:18]([C:20]([NH:22][CH2:23][C:24]4[CH:25]=[N:26][CH:27]=[CH:28][CH:29]=4)=[O:21])=[CH:19][C:14]=3[N:13]=[CH:12]2)[CH:8]=[CH:9][CH:10]=1. (4) Given the reactants [NH2:1][C:2]1[N:7]=[CH:6][C:5]([C:8]2[N:9]=[C:10]([N:27]3[CH2:32][CH2:31][O:30][CH2:29][CH2:28]3)[C:11]3[S:16][C:15]([C:17]4[CH:18]=[C:19]([CH:23]=[CH:24][CH:25]=4)[C:20](O)=[O:21])=[C:14]([CH3:26])[C:12]=3[N:13]=2)=[CH:4][N:3]=1.[NH2:33][CH2:34][CH:35]([OH:38])[CH2:36][OH:37], predict the reaction product. The product is: [NH2:1][C:2]1[N:3]=[CH:4][C:5]([C:8]2[N:9]=[C:10]([N:27]3[CH2:28][CH2:29][O:30][CH2:31][CH2:32]3)[C:11]3[S:16][C:15]([C:17]4[CH:18]=[C:19]([CH:23]=[CH:24][CH:25]=4)[C:20]([NH:33][CH2:34][CH:35]([OH:38])[CH2:36][OH:37])=[O:21])=[C:14]([CH3:26])[C:12]=3[N:13]=2)=[CH:6][N:7]=1.